From a dataset of Catalyst prediction with 721,799 reactions and 888 catalyst types from USPTO. Predict which catalyst facilitates the given reaction. (1) Reactant: Cl[C:2]1[N:17]=[C:16]([O:18][CH3:19])[CH:15]=[CH:14][C:3]=1[C:4]([O:6][CH2:7][C:8]1[CH:13]=[CH:12][CH:11]=[CH:10][CH:9]=1)=[O:5].[CH:20]1([CH:23]([C:30]2[CH:35]=[CH:34][CH:33]=[C:32]([O:36][CH2:37][CH:38]3[CH2:43][CH2:42][NH:41][CH2:40][CH2:39]3)[CH:31]=2)[CH2:24][C:25]([O:27][CH2:28][CH3:29])=[O:26])[CH2:22][CH2:21]1.C(=O)([O-])[O-].[K+].[K+].O. Product: [CH:20]1([CH:23]([C:30]2[CH:31]=[C:32]([CH:33]=[CH:34][CH:35]=2)[O:36][CH2:37][CH:38]2[CH2:43][CH2:42][N:41]([C:2]3[N:17]=[C:16]([O:18][CH3:19])[CH:15]=[CH:14][C:3]=3[C:4]([O:6][CH2:7][C:8]3[CH:13]=[CH:12][CH:11]=[CH:10][CH:9]=3)=[O:5])[CH2:40][CH2:39]2)[CH2:24][C:25]([O:27][CH2:28][CH3:29])=[O:26])[CH2:22][CH2:21]1. The catalyst class is: 3. (2) Reactant: [NH2:1][C:2]([CH2:4][C:5]1[CH:21]=[CH:20][CH:19]=[CH:18][C:6]=1[O:7][C:8]([CH3:17])([CH3:16])[C:9]([O:11][C:12]([CH3:15])([CH3:14])[CH3:13])=[O:10])=O.Cl.C(N)C.C(OCC)(=O)C. Product: [NH2:1][CH2:2][CH2:4][C:5]1[CH:21]=[CH:20][CH:19]=[CH:18][C:6]=1[O:7][C:8]([CH3:16])([CH3:17])[C:9]([O:11][C:12]([CH3:13])([CH3:14])[CH3:15])=[O:10]. The catalyst class is: 7. (3) Reactant: Br[CH2:2][C:3]1[CH:8]=[CH:7][C:6]([C:9]2[CH:10]=[C:11]([C:21]([NH:23][CH2:24][C:25]3[C:26](=[O:33])[NH:27][C:28]([CH3:32])=[CH:29][C:30]=3[CH3:31])=[O:22])[C:12]3[CH:17]=[N:16][N:15]([CH:18]([CH3:20])[CH3:19])[C:13]=3[N:14]=2)=[CH:5][CH:4]=1.[NH:34]1[CH2:39][CH2:38][O:37][CH2:36][CH2:35]1.O.CCOC(C)=O. Product: [CH3:31][C:30]1[CH:29]=[C:28]([CH3:32])[NH:27][C:26](=[O:33])[C:25]=1[CH2:24][NH:23][C:21]([C:11]1[C:12]2[CH:17]=[N:16][N:15]([CH:18]([CH3:19])[CH3:20])[C:13]=2[N:14]=[C:9]([C:6]2[CH:7]=[CH:8][C:3]([CH2:2][N:34]3[CH2:39][CH2:38][O:37][CH2:36][CH2:35]3)=[CH:4][CH:5]=2)[CH:10]=1)=[O:22]. The catalyst class is: 3. (4) Reactant: [CH2:1]([C:3]1[CH:4]=[C:5]2[C:9](=[CH:10][C:11]=1[CH2:12][CH3:13])[C:8](=[O:14])[CH2:7][CH2:6]2)[CH3:2].[N:15](OCCCC)=[O:16].Cl. Product: [CH2:1]([C:3]1[CH:4]=[C:5]2[C:9](=[CH:10][C:11]=1[CH2:12][CH3:13])[C:8](=[O:14])[C:7](=[N:15][OH:16])[CH2:6]2)[CH3:2]. The catalyst class is: 5. (5) Product: [Br:1][C:2]1[CH:3]=[C:4]2[C:9](=[CH:10][CH:11]=1)[N:8]=[C:7]1[N:12]([CH3:22])[CH2:13][C:14]3[CH2:21][CH2:20][CH:19]=[CH:18][C:15]=3[CH:16]([OH:17])[C:6]1=[C:5]2[Cl:23]. Reactant: [Br:1][C:2]1[CH:3]=[C:4]2[C:9](=[CH:10][CH:11]=1)[N:8]=[C:7]1[N:12]([CH3:22])[CH2:13][C:14]3[CH:21]=[CH:20][CH:19]=[CH:18][C:15]=3[C:16](=[O:17])[C:6]1=[C:5]2[Cl:23].[BH4-].[Na+]. The catalyst class is: 36.